This data is from Forward reaction prediction with 1.9M reactions from USPTO patents (1976-2016). The task is: Predict the product of the given reaction. (1) Given the reactants [N:1]1([S:11]([C:14]2[CH:15]=[C:16]([N:20]3[C:25](=[O:26])[C:24]4=[C:27]([C:30]([OH:32])=O)[S:28][CH:29]=[C:23]4[NH:22][C:21]3=[O:33])[CH:17]=[CH:18][CH:19]=2)(=[O:13])=[O:12])[C:10]2[C:5](=[CH:6][CH:7]=[CH:8][CH:9]=2)[CH2:4][CH2:3][CH2:2]1.Cl.C(N=C=NCCCN(C)C)C.ON1C2C=CC=CC=2N=N1.[CH2:56]([CH2:58][NH2:59])[OH:57], predict the reaction product. The product is: [N:1]1([S:11]([C:14]2[CH:15]=[C:16]([N:20]3[C:25](=[O:26])[C:24]4=[C:27]([C:30]([NH:59][CH2:58][CH2:56][OH:57])=[O:32])[S:28][CH:29]=[C:23]4[NH:22][C:21]3=[O:33])[CH:17]=[CH:18][CH:19]=2)(=[O:12])=[O:13])[C:10]2[C:5](=[CH:6][CH:7]=[CH:8][CH:9]=2)[CH2:4][CH2:3][CH2:2]1. (2) Given the reactants C1(P([N:15]=[N+]=[N-])(C2C=CC=CC=2)=O)C=CC=CC=1.[SH:18][C:19]1[N:27]=[CH:26][CH:25]=[CH:24][C:20]=1[C:21](O)=[O:22], predict the reaction product. The product is: [S:18]1[C:19]2=[N:27][CH:26]=[CH:25][CH:24]=[C:20]2[C:21]([OH:22])=[N:15]1.